The task is: Predict the reaction yield, written as a fraction of the theoretical maximum amount of product (1.0 means a 100% yield; for example, 0.34 means a 34% yield).. This data is from Reaction yield outcomes from USPTO patents with 853,638 reactions. (1) The reactants are [N+:1]([C:4]1[N:5]=[C:6]2[N:11]([CH:12]=1)[CH2:10][CH:9]([NH2:13])[CH2:8][O:7]2)([O-:3])=[O:2].[F:14][C:15]([F:39])([F:38])[O:16][C:17]1[CH:37]=[CH:36][C:20]([O:21][CH:22]2[CH2:27][CH2:26][N:25]([CH2:28][CH2:29][O:30][CH2:31][CH2:32][C:33](Cl)=[O:34])[CH2:24][CH2:23]2)=[CH:19][CH:18]=1. No catalyst specified. The product is [F:39][C:15]([F:14])([F:38])[O:16][C:17]1[CH:18]=[CH:19][C:20]([O:21][CH:22]2[CH2:27][CH2:26][N:25]([CH2:28][CH2:29][O:30][CH2:31][CH2:32][C:33]([NH:13][C@@H:9]3[CH2:8][O:7][C:6]4=[N:5][C:4]([N+:1]([O-:3])=[O:2])=[CH:12][N:11]4[CH2:10]3)=[O:34])[CH2:24][CH2:23]2)=[CH:36][CH:37]=1. The yield is 0.380. (2) The reactants are [F:1][C:2]([F:28])([F:27])[O:3][C:4]1[CH:9]=[CH:8][C:7]([NH:10][C:11](=[O:26])[NH:12][CH:13]2[CH2:18][CH2:17][N:16](C(OC(C)(C)C)=O)[CH2:15][CH2:14]2)=[CH:6][CH:5]=1.Cl. The catalyst is CO. The product is [NH:16]1[CH2:17][CH2:18][CH:13]([NH:12][C:11]([NH:10][C:7]2[CH:8]=[CH:9][C:4]([O:3][C:2]([F:1])([F:27])[F:28])=[CH:5][CH:6]=2)=[O:26])[CH2:14][CH2:15]1. The yield is 0.890.